Task: Predict which catalyst facilitates the given reaction.. Dataset: Catalyst prediction with 721,799 reactions and 888 catalyst types from USPTO Reactant: [CH:1]12[CH2:29][CH:4]([CH:5]([CH2:7][NH:8][C:9]([C:11]3[C:12]([S:17][CH2:18][CH2:19][CH2:20][C:21]4[CH:26]=[CH:25][C:24]([O:27]C)=[CH:23][CH:22]=4)=[N:13][CH:14]=[CH:15][CH:16]=3)=[O:10])[CH2:6]1)[CH2:3][CH2:2]2.B(Br)(Br)Br. Product: [CH:1]12[CH2:29][CH:4]([CH:5]([CH2:7][NH:8][C:9]([C:11]3[C:12]([S:17][CH2:18][CH2:19][CH2:20][C:21]4[CH:22]=[CH:23][C:24]([OH:27])=[CH:25][CH:26]=4)=[N:13][CH:14]=[CH:15][CH:16]=3)=[O:10])[CH2:6]1)[CH2:3][CH2:2]2. The catalyst class is: 2.